Dataset: Reaction yield outcomes from USPTO patents with 853,638 reactions. Task: Predict the reaction yield, written as a fraction of the theoretical maximum amount of product (1.0 means a 100% yield; for example, 0.34 means a 34% yield). (1) The reactants are [Br:1][C:2]1[C:11]2[CH2:10][CH2:9][CH2:8][C@@H:7]([NH2:12])[C:6]=2[CH:5]=[N:4][CH:3]=1.[C:13](O)(=[O:15])[CH3:14]. No catalyst specified. The product is [Br:1][C:2]1[C:11]2[CH2:10][CH2:9][CH2:8][C@@H:7]([NH:12][C:13](=[O:15])[CH3:14])[C:6]=2[CH:5]=[N:4][CH:3]=1. The yield is 0.910. (2) The reactants are [C:1]([O:5][C:6]([N:8]1[CH2:12][CH2:11][CH2:10][CH:9]1[C:13]1[NH:14][C:15](Br)=[CH:16][N:17]=1)=[O:7])([CH3:4])([CH3:3])[CH3:2].[Cl:19][C:20]1[CH:25]=[CH:24][C:23](B(O)O)=[C:22]([CH:29]=[O:30])[CH:21]=1. The catalyst is C1C=CC([P]([Pd]([P](C2C=CC=CC=2)(C2C=CC=CC=2)C2C=CC=CC=2)([P](C2C=CC=CC=2)(C2C=CC=CC=2)C2C=CC=CC=2)[P](C2C=CC=CC=2)(C2C=CC=CC=2)C2C=CC=CC=2)(C2C=CC=CC=2)C2C=CC=CC=2)=CC=1.COCCOC. The product is [C:1]([O:5][C:6]([N:8]1[CH2:12][CH2:11][CH2:10][CH:9]1[C:13]1[NH:14][C:15]([C:23]2[CH:24]=[CH:25][C:20]([Cl:19])=[CH:21][C:22]=2[CH:29]=[O:30])=[CH:16][N:17]=1)=[O:7])([CH3:4])([CH3:3])[CH3:2]. The yield is 0.780. (3) The product is [CH2:20]([O:28][C:26]([C:27]1[C:23]([OH:24])=[N:1][C:2]2[C:3]([C:12]=1[CH3:13])=[CH:4][CH:5]=[C:6]([C:8]([F:11])([F:10])[F:9])[CH:7]=2)=[O:29])[CH3:21]. The yield is 0.720. The catalyst is C(Cl)Cl.CCO.C(OC(=O)CC(Cl)=O)C. The reactants are [NH2:1][C:2]1[CH:7]=[C:6]([C:8]([F:11])([F:10])[F:9])[CH:5]=[CH:4][C:3]=1[C:12](=O)[CH3:13].CCN([CH2:20][CH3:21])CC.C[CH2:23][O-:24].[Na+].[C:26]([OH:29])(=[O:28])[CH3:27]. (4) The yield is 0.550. The catalyst is CN(C=O)C.CCOC(C)=O.O.C(Cl)(Cl)(Cl)Cl.C(Cl)(Cl)Cl.CO.[Pd]. The reactants are [CH3:1][C:2]1C(C)=CC=C[C:3]=1[C:4](O)=O.[C:12]([O-:15])([O-])=[O:13].[Cs+].[Cs+].CI.[CH2:20]1[C:25](=O)[N:24](Br)[C:22](=O)[CH2:21]1.[CH3:28]C(N=NC(C#N)(C)C)(C#N)C.[N-]=[N+]=[N-].[Na+].Cl. The product is [CH3:28][O:15][C:12](=[O:13])[C:2]1[CH:1]=[CH:25][CH:20]=[C:21]([CH2:22][NH2:24])[C:3]=1[CH3:4]. (5) The reactants are [C:1]1([C:7]2[S:8][C:9]([C:18]([O:20]C)=O)=[C:10]([C:12]3[CH:17]=[CH:16][CH:15]=[CH:14][CH:13]=3)[N:11]=2)[CH:6]=[CH:5][CH:4]=[CH:3][CH:2]=1.[NH2:22][OH:23].[OH-].[K+]. The product is [OH:23][NH:22][C:18]([C:9]1[S:8][C:7]([C:1]2[CH:6]=[CH:5][CH:4]=[CH:3][CH:2]=2)=[N:11][C:10]=1[C:12]1[CH:17]=[CH:16][CH:15]=[CH:14][CH:13]=1)=[O:20]. The yield is 0.720. The catalyst is CO.C1COCC1. (6) The reactants are [CH3:1][O:2][C:3](=[O:15])[C:4]1[CH:9]=[C:8]([F:10])[CH:7]=[C:6]([N+:11]([O-:13])=[O:12])[C:5]=1[CH3:14].[Br:16]N1C(=O)CCC1=O.C(OOC(=O)C1C=CC=CC=1)(=O)C1C=CC=CC=1.C1(=O)NC(=O)CC1. The catalyst is C(Cl)(Cl)(Cl)Cl. The product is [CH3:1][O:2][C:3](=[O:15])[C:4]1[CH:9]=[C:8]([F:10])[CH:7]=[C:6]([N+:11]([O-:13])=[O:12])[C:5]=1[CH2:14][Br:16]. The yield is 0.759. (7) The reactants are [CH2:1]([C:8]1[CH:9]=[CH:10][C:11]2[O:15][C:14]([C:16]3[CH:23]=[CH:22][C:21]([CH2:24][OH:25])=[CH:20][C:17]=3[C:18]#[N:19])=[CH:13][C:12]=2[CH:26]=1)[C:2]1[CH:7]=[CH:6][CH:5]=[CH:4][CH:3]=1. The catalyst is C(#N)C.CCC[N+](CCC)(CCC)CCC.[O-][Ru](=O)(=O)=O. The product is [CH2:1]([C:8]1[CH:9]=[CH:10][C:11]2[O:15][C:14]([C:16]3[CH:23]=[CH:22][C:21]([CH:24]=[O:25])=[CH:20][C:17]=3[C:18]#[N:19])=[CH:13][C:12]=2[CH:26]=1)[C:2]1[CH:7]=[CH:6][CH:5]=[CH:4][CH:3]=1. The yield is 0.930.